The task is: Predict the reaction yield, written as a fraction of the theoretical maximum amount of product (1.0 means a 100% yield; for example, 0.34 means a 34% yield).. This data is from Reaction yield outcomes from USPTO patents with 853,638 reactions. (1) The reactants are C([C:3](CC)([C:7]([O-:9])=[O:8])C([O-])=O)C.[H-].[Na+].[H][H].[C:16]12[C:22](=[CH:23][CH:24]=[CH:25][CH:26]=1)[NH:21][C:20](=[O:27])[O:19][C:17]2=O.Cl.[CH3:29][C:30](N(C)C)=O. No catalyst specified. The product is [CH2:29]([O:9][C:7]([C:3]1[C:20](=[O:27])[NH:21][C:22]2[C:16]([C:17]=1[OH:19])=[CH:26][CH:25]=[CH:24][CH:23]=2)=[O:8])[CH3:30]. The yield is 0.470. (2) The reactants are [CH:1]1([N:4]([CH2:15][CH3:16])[CH2:5][C:6]2[CH:11]=[CH:10][C:9]([C:12]#[CH:13])=[CH:8][C:7]=2[CH3:14])[CH2:3][CH2:2]1.[CH3:17][O:18][C:19](=[O:28])[CH2:20][C:21]1[CH:26]=[CH:25][C:24](I)=[CH:23][CH:22]=1. The catalyst is C(N(CC)CC)C.[Cu]I.Cl[Pd](Cl)([P](C1C=CC=CC=1)(C1C=CC=CC=1)C1C=CC=CC=1)[P](C1C=CC=CC=1)(C1C=CC=CC=1)C1C=CC=CC=1. The product is [CH:1]1([N:4]([CH2:5][C:6]2[CH:11]=[CH:10][C:9]([C:12]#[C:13][C:24]3[CH:25]=[CH:26][C:21]([CH2:20][C:19]([O:18][CH3:17])=[O:28])=[CH:22][CH:23]=3)=[CH:8][C:7]=2[CH3:14])[CH2:15][CH3:16])[CH2:3][CH2:2]1. The yield is 0.530. (3) The reactants are C1C=CC(P(C2C=CC=CC=2)C2C=CC=CC=2)=CC=1.[C:20]([CH2:22][CH2:23][NH:24][C:25]([C:27]1[C:32]([NH:33][C:34]2[CH:39]=[CH:38][C:37]([Br:40])=[CH:36][C:35]=2[F:41])=[C:31]([CH3:42])[C:30](=[O:43])[N:29]([CH3:44])[CH:28]=1)=O)#[N:21].CC(OC(/N=N/C(OC(C)C)=O)=O)C.[Si]([N:63]=[N+:64]=[N-:65])(C)(C)C. The catalyst is CC#N.C(OCC)(=O)C. The product is [Br:40][C:37]1[CH:38]=[CH:39][C:34]([NH:33][C:32]2[C:27]([C:25]3[N:24]([CH2:23][CH2:22][C:20]#[N:21])[N:65]=[N:64][N:63]=3)=[CH:28][N:29]([CH3:44])[C:30](=[O:43])[C:31]=2[CH3:42])=[C:35]([F:41])[CH:36]=1. The yield is 0.610. (4) The reactants are C([NH:11][CH2:12][CH2:13][CH2:14][CH2:15][C:16]1[CH:21]=[CH:20][C:19](OCCOC)=[CH:18][CH:17]=1)(OCC1C=CC=CC=1)=O.[C:27](O)(=[O:29])C.[H][H].[CH2:33]([OH:35])[CH3:34]. The catalyst is [Pd]. The product is [O:35]([CH:15]([C:16]1[CH:17]=[CH:18][CH:19]=[CH:20][CH:21]=1)[CH2:14][CH2:13][CH2:12][NH2:11])[CH2:33][CH2:34][O:29][CH3:27]. The yield is 0.920. (5) The yield is 0.680. The reactants are [CH3:1][O:2][C:3]([CH:5]1[CH:10]([NH:11][S:12]([C:15]2[CH:20]=[CH:19][C:18]([O:21][CH2:22][C:23]3[C:32]4[C:27](=[CH:28][CH:29]=[CH:30][CH:31]=4)[N:26]=[C:25]([CH3:33])[CH:24]=3)=[CH:17][CH:16]=2)(=[O:14])=[O:13])[CH2:9][CH2:8][O:7][CH2:6]1)=[O:4].[C:34](=O)([O-])[O-].[K+].[K+].IC. The catalyst is CN(C=O)C. The product is [CH3:1][O:2][C:3]([CH:5]1[CH:10]([N:11]([CH3:34])[S:12]([C:15]2[CH:16]=[CH:17][C:18]([O:21][CH2:22][C:23]3[C:32]4[C:27](=[CH:28][CH:29]=[CH:30][CH:31]=4)[N:26]=[C:25]([CH3:33])[CH:24]=3)=[CH:19][CH:20]=2)(=[O:14])=[O:13])[CH2:9][CH2:8][O:7][CH2:6]1)=[O:4]. (6) The reactants are [F:1][C:2]1[CH:24]=[CH:23][C:5]([O:6][C:7]2[CH:15]=[C:14]([C:16]([F:22])([F:21])[C:17]([F:20])([F:19])[F:18])[CH:13]=[CH:12][C:8]=2[C:9](O)=[O:10])=[C:4]([O:25][CH3:26])[CH:3]=1.[NH2:27][C:28]1[CH:40]=[CH:39][C:31]([C:32]([O:34]C(C)(C)C)=[O:33])=[CH:30][CH:29]=1.CN(C(ON1N=NC2C=CC=NC1=2)=[N+](C)C)C.F[P-](F)(F)(F)(F)F.CN1CCOCC1.C(O)(C(F)(F)F)=O. The catalyst is CN(C=O)C.CO.O. The product is [F:1][C:2]1[CH:24]=[CH:23][C:5]([O:6][C:7]2[CH:15]=[C:14]([C:16]([F:21])([F:22])[C:17]([F:20])([F:19])[F:18])[CH:13]=[CH:12][C:8]=2[C:9]([NH:27][C:28]2[CH:29]=[CH:30][C:31]([C:32]([OH:34])=[O:33])=[CH:39][CH:40]=2)=[O:10])=[C:4]([O:25][CH3:26])[CH:3]=1. The yield is 0.100.